Task: Predict the product of the given reaction.. Dataset: Forward reaction prediction with 1.9M reactions from USPTO patents (1976-2016) (1) Given the reactants [C:1]([C:5]1[N:9]([CH2:10][CH:11]2CCC[CH2:13][CH2:12]2)[C:8]2[CH:17]=[CH:18][C:19]([NH:21]C(=O)C)=[CH:20][C:7]=2[N:6]=1)([CH3:4])([CH3:3])[CH3:2].Cl.[CH3:26][CH2:27][OH:28], predict the reaction product. The product is: [C:1]([C:5]1[N:9]([CH2:10][CH:11]2[CH2:26][CH2:27][O:28][CH2:13][CH2:12]2)[C:8]2[CH:17]=[CH:18][C:19]([NH2:21])=[CH:20][C:7]=2[N:6]=1)([CH3:4])([CH3:3])[CH3:2]. (2) Given the reactants [S:1]1[CH:5]=[CH:4][C:3]([C:6]([OH:8])=[O:7])=[CH:2]1.[CH2:9]([Li])[CH2:10][CH2:11]C.CC(C)=O.Cl.C1(C)C=CC(S(O)(=O)=O)=CC=1, predict the reaction product. The product is: [CH3:9][C:10]1([CH3:11])[C:2]2[S:1][CH:5]=[CH:4][C:3]=2[C:6](=[O:8])[O:7]1. (3) Given the reactants [Br:1][C:2]1[N:3]=[C:4]([C:9]#[C:10][Si](C)(C)C)[C:5]([NH2:8])=[N:6][CH:7]=1.BrC1C(N)=NC=C(Br)N=1.C([Si](C)(C)C)#C.[H-].[Na+].[S:32](Cl)([C:35]1[CH:41]=[CH:40][C:38]([CH3:39])=[CH:37][CH:36]=1)(=[O:34])=[O:33], predict the reaction product. The product is: [Br:1][C:2]1[N:3]=[C:4]2[CH:9]=[CH:10][N:8]([S:32]([C:35]3[CH:41]=[CH:40][C:38]([CH3:39])=[CH:37][CH:36]=3)(=[O:34])=[O:33])[C:5]2=[N:6][CH:7]=1. (4) The product is: [O:37]1[CH2:38][CH2:39][N:34]([CH2:33][CH2:32][O:22][C:19]2[CH:20]=[CH:21][C:16]([C:13]3[S:12][C:11]4=[N:10][C:9]([CH3:25])=[C:8]([C:5]5[CH:4]=[C:3]([C:26]([F:28])([F:27])[F:29])[C:2]([NH2:1])=[N:7][CH:6]=5)[N:15]4[N:14]=3)=[CH:17][C:18]=2[O:23][CH3:24])[CH2:35][CH2:36]1. Given the reactants [NH2:1][C:2]1[N:7]=[CH:6][C:5]([C:8]2[N:15]3[C:11]([S:12][C:13]([C:16]4[CH:21]=[CH:20][C:19]([OH:22])=[C:18]([O:23][CH3:24])[CH:17]=4)=[N:14]3)=[N:10][C:9]=2[CH3:25])=[CH:4][C:3]=1[C:26]([F:29])([F:28])[F:27].Cl.Cl[CH2:32][CH2:33][N:34]1[CH2:39][CH2:38][O:37][CH2:36][CH2:35]1.C(N(C(C)C)C(C)C)C.C([O-])([O-])=O.[K+].[K+], predict the reaction product.